Regression. Given a peptide amino acid sequence and an MHC pseudo amino acid sequence, predict their binding affinity value. This is MHC class I binding data. From a dataset of Peptide-MHC class I binding affinity with 185,985 pairs from IEDB/IMGT. The peptide sequence is RVDIYYNGNK. The MHC is HLA-A03:01 with pseudo-sequence HLA-A03:01. The binding affinity (normalized) is 0.647.